Dataset: Forward reaction prediction with 1.9M reactions from USPTO patents (1976-2016). Task: Predict the product of the given reaction. Given the reactants [CH3:1]/[C:2](/[CH2:6][CH2:7][CH:8]=[C:9]([CH3:11])[CH3:10])=[CH:3]\[CH2:4][NH2:5].C(N(CC)CC)C.[C:19](Cl)(=[O:21])[CH3:20], predict the reaction product. The product is: [CH3:1]/[C:2](/[CH2:6][CH2:7][CH:8]=[C:9]([CH3:11])[CH3:10])=[CH:3]\[CH2:4][NH:5][C:19](=[O:21])[CH3:20].